Dataset: Full USPTO retrosynthesis dataset with 1.9M reactions from patents (1976-2016). Task: Predict the reactants needed to synthesize the given product. (1) Given the product [CH3:24][O:25][C:26]1[CH:27]=[CH:28][C:29]([CH2:30][C:31]2[CH:32]=[C:33]3[C:38](=[C:39]4[CH:44]=[CH:43][CH:42]=[CH:41][C:40]=24)[N:37]=[CH:36][NH:35][C:34]3=[O:45])=[CH:46][CH:47]=1.[CH3:24][O:25][C:26]1[CH:27]=[CH:28][C:29]([CH2:30][C:31]2[CH:32]=[C:33]3[C:38](=[C:39]4[CH:44]=[CH:43][CH:42]=[CH:41][C:40]=24)[N:37]=[CH:36][N:35]([C:5]2[CH:6]=[N:7][CH:2]=[CH:3][CH:4]=2)[C:34]3=[O:45])=[CH:46][CH:47]=1, predict the reactants needed to synthesize it. The reactants are: Cl[C:2]1[N:7]=[CH:6][C:5](CC2C=C3C(=C4C=CC=CC=24)N=CNC3=O)=[CH:4][CH:3]=1.[CH3:24][O:25][C:26]1[CH:47]=[CH:46][C:29]([CH2:30][C:31]2[CH:32]=[C:33]3[C:38](=[C:39]4[CH:44]=[CH:43][CH:42]=[CH:41][C:40]=24)[N:37]=[CH:36][NH:35][C:34]3=[O:45])=[CH:28][CH:27]=1.IC1C=NC=CC=1.C(=O)([O-])[O-].[Cs+].[Cs+].CN(C)[C@@H]1CCCC[C@H]1N. (2) Given the product [OH:1][CH2:2][C:3]([NH:6][C:7]1[S:8][CH:11]=[C:12]([C:14]2[CH:15]=[C:16]([C:20]#[N:21])[N:17]([CH3:19])[CH:18]=2)[N:9]=1)([CH3:5])[CH3:4], predict the reactants needed to synthesize it. The reactants are: [OH:1][CH2:2][C:3]([NH:6][C:7]([NH2:9])=[S:8])([CH3:5])[CH3:4].Br[CH2:11][C:12]([C:14]1[CH:15]=[C:16]([C:20]#[N:21])[N:17]([CH3:19])[CH:18]=1)=O.